This data is from Forward reaction prediction with 1.9M reactions from USPTO patents (1976-2016). The task is: Predict the product of the given reaction. (1) Given the reactants [C:1]1([CH2:7][CH2:8][CH2:9][NH:10][CH2:11][C:12]([O:14][CH3:15])=[O:13])[CH:6]=[CH:5][CH:4]=[CH:3][CH:2]=1.[C:16]1([CH2:22][CH2:23][CH2:24][CH2:25][C:26](O)=[O:27])[CH:21]=[CH:20][CH:19]=[CH:18][CH:17]=1.C(Cl)CCl.C1C=CC2N(O)N=NC=2C=1.CCN(C(C)C)C(C)C.S([O-])([O-])(=O)=O.[Mg+2], predict the reaction product. The product is: [C:16]1([CH2:22][CH2:23][CH2:24][CH2:25][C:26]([N:10]([CH2:11][C:12]([O:14][CH3:15])=[O:13])[CH2:9][CH2:8][CH2:7][C:1]2[CH:6]=[CH:5][CH:4]=[CH:3][CH:2]=2)=[O:27])[CH:21]=[CH:20][CH:19]=[CH:18][CH:17]=1. (2) Given the reactants C[O:2][C:3](=[O:37])[C:4]1[CH:9]=[C:8]([C:10]([F:13])([F:12])[F:11])[CH:7]=[C:6]([N:14]2[C:18]([CH3:19])=[CH:17][CH:16]=[C:15]2[C:20]2[CH:25]=[C:24]([Cl:26])[CH:23]=[CH:22][C:21]=2[O:27][CH2:28][C:29]2[C:34]([F:35])=[CH:33][CH:32]=[CH:31][C:30]=2[F:36])[CH:5]=1, predict the reaction product. The product is: [Cl:26][C:24]1[CH:23]=[CH:22][C:21]([O:27][CH2:28][C:29]2[C:34]([F:35])=[CH:33][CH:32]=[CH:31][C:30]=2[F:36])=[C:20]([C:15]2[N:14]([C:6]3[CH:5]=[C:4]([CH:9]=[C:8]([C:10]([F:12])([F:11])[F:13])[CH:7]=3)[C:3]([OH:37])=[O:2])[C:18]([CH3:19])=[CH:17][CH:16]=2)[CH:25]=1. (3) Given the reactants C(N(CC)CC)C.[CH3:8][NH:9][C:10]([C@@H:12]1[C@@H:16]([N:17]=[N+:18]=[N-:19])[C@@H:15]([O:20]C(=O)C)[C@H:14]([N:24]2[CH:32]=[N:31][C:30]3[C:25]2=[N:26][CH:27]=[N:28][C:29]=3[Cl:33])[O:13]1)=[O:11], predict the reaction product. The product is: [CH3:8][NH:9][C:10]([C@@H:12]1[C@@H:16]([N:17]=[N+:18]=[N-:19])[C@@H:15]([OH:20])[C@H:14]([N:24]2[CH:32]=[N:31][C:30]3[C:25]2=[N:26][CH:27]=[N:28][C:29]=3[Cl:33])[O:13]1)=[O:11]. (4) Given the reactants [N+:1]([C:4]1[CH:9]=[CH:8][CH:7]=[C:6]([N+:10]([O-])=O)[C:5]=1[NH:13][CH2:14][C:15]([F:22])([F:21])[C:16]([O:18][CH2:19][CH3:20])=[O:17])([O-])=O, predict the reaction product. The product is: [NH2:10][C:6]1[CH:7]=[CH:8][CH:9]=[C:4]([NH2:1])[C:5]=1[NH:13][CH2:14][C:15]([F:21])([F:22])[C:16]([O:18][CH2:19][CH3:20])=[O:17]. (5) The product is: [Br:12][C:5]1[CH:6]=[CH:7][CH:8]=[C:9]2[C:4]=1[N:3]=[C:2]([C:22]1[CH:27]=[CH:26][CH:25]=[CH:24][CH:23]=1)[CH:11]=[CH:10]2. Given the reactants Br[C:2]1[CH:11]=[CH:10][C:9]2[C:4](=[C:5]([Br:12])[CH:6]=[CH:7][CH:8]=2)[N:3]=1.CCO.C([O-])([O-])=O.[Na+].[Na+].[C:22]1(B(O)O)[CH:27]=[CH:26][CH:25]=[CH:24][CH:23]=1, predict the reaction product.